From a dataset of Full USPTO retrosynthesis dataset with 1.9M reactions from patents (1976-2016). Predict the reactants needed to synthesize the given product. (1) Given the product [O:8]=[C:6]1[N:7]=[C:3]([NH:30][C@H:26]([C:23]2[CH:24]=[CH:25][CH:20]=[CH:21][CH:22]=2)[C:27]([OH:29])=[O:28])[S:4]/[C:5]/1=[CH:9]\[C:10]1[CH:11]=[C:12]2[C:17](=[CH:18][CH:19]=1)[N:16]=[CH:15][CH:14]=[CH:13]2, predict the reactants needed to synthesize it. The reactants are: CS[C:3]1[S:4]/[C:5](=[CH:9]\[C:10]2[CH:11]=[C:12]3[C:17](=[CH:18][CH:19]=2)[N:16]=[CH:15][CH:14]=[CH:13]3)/[C:6](=[O:8])[N:7]=1.[CH:20]1[CH:25]=[CH:24][C:23]([C@@H:26]([NH2:30])[C:27]([OH:29])=[O:28])=[CH:22][CH:21]=1.CCN(C(C)C)C(C)C. (2) Given the product [CH2:1]([O:3][C:4]([C:5]1[CH:10]=[C:9]([OH:11])[C:8]2[O:12][CH2:16][CH2:17][O:13][C:7]=2[CH:6]=1)=[O:14])[CH3:2], predict the reactants needed to synthesize it. The reactants are: [CH2:1]([O:3][C:4](=[O:14])[C:5]1[CH:10]=[C:9]([OH:11])[C:8]([OH:12])=[C:7]([OH:13])[CH:6]=1)[CH3:2].Br[CH2:16][CH2:17]Br. (3) Given the product [F:26][C:27]([F:34])([F:33])[S:28]([O-:31])(=[O:30])=[O:29].[C:22]([C:19]1[CH:20]=[CH:21][C:16]([I+:15][C:12]2[CH:11]=[CH:10][C:9]([C:5]([CH3:8])([CH3:7])[CH3:6])=[CH:14][CH:13]=2)=[CH:17][CH:18]=1)([CH3:25])([CH3:24])[CH3:23], predict the reactants needed to synthesize it. The reactants are: C([O-])(=O)C.[C:5]([C:9]1[CH:14]=[CH:13][C:12]([I+:15][C:16]2[CH:21]=[CH:20][C:19]([C:22]([CH3:25])([CH3:24])[CH3:23])=[CH:18][CH:17]=2)=[CH:11][CH:10]=1)([CH3:8])([CH3:7])[CH3:6].[F:26][C:27]([F:34])([F:33])[S:28]([O:31]C)(=[O:30])=[O:29]. (4) Given the product [OH:20][CH2:19][C@H:14]([NH:13][C:5](=[O:7])[C:4]1[CH:8]=[CH:9][C:10]([CH3:11])=[C:2]([CH3:1])[CH:3]=1)[CH2:15][CH:16]([CH3:18])[CH3:17], predict the reactants needed to synthesize it. The reactants are: [CH3:1][C:2]1[CH:3]=[C:4]([CH:8]=[CH:9][C:10]=1[CH3:11])[C:5]([OH:7])=O.N[NH:13][C@@H:14]([CH2:19][OH:20])[CH2:15][CH:16]([CH3:18])[CH3:17]. (5) The reactants are: [O:1]1[C:5]2[CH:6]=[CH:7][CH:8]=[CH:9][C:4]=2[C:3]([CH2:10][C:11](O)=[O:12])=[N:2]1.CO. Given the product [O:1]1[C:5]2[CH:6]=[CH:7][CH:8]=[CH:9][C:4]=2[C:3]([CH2:10][CH2:11][OH:12])=[N:2]1, predict the reactants needed to synthesize it. (6) Given the product [NH2:17][C:9]1[O:10][C@H:11]([C:13]([F:16])([F:15])[F:14])[CH2:12][C@:7]([C:4]2[S:5][CH:6]=[C:2]([NH:1][C:26](=[O:27])[C:23]3[CH:22]=[CH:21][C:20]([Cl:19])=[CH:25][N:24]=3)[CH:3]=2)([CH3:18])[N:8]=1, predict the reactants needed to synthesize it. The reactants are: [NH2:1][C:2]1[CH:3]=[C:4]([C@:7]2([CH3:18])[CH2:12][C@@H:11]([C:13]([F:16])([F:15])[F:14])[O:10][C:9]([NH2:17])=[N:8]2)[S:5][CH:6]=1.[Cl:19][C:20]1[CH:21]=[CH:22][C:23]([C:26](O)=[O:27])=[N:24][CH:25]=1.C(P1(=O)OP(=O)(CCC)OP(=O)(CCC)O1)CC. (7) Given the product [Cl:15][C:16]1[C:17]([F:23])=[C:18]([CH:19]=[CH:20][CH:21]=1)[O:22][C:2]1[CH:7]=[N:6][N:5]([CH:27]([CH2:28][CH:29]2[CH2:33][CH2:32][CH2:31][CH2:30]2)[C:26]([OH:25])=[O:35])[C:4](=[O:14])[CH:3]=1, predict the reactants needed to synthesize it. The reactants are: I[C:2]1[CH:7]=[N:6][N:5](C2CCCCO2)[C:4](=[O:14])[CH:3]=1.[Cl:15][C:16]1[C:17]([F:23])=[C:18]([OH:22])[CH:19]=[CH:20][CH:21]=1.C[O:25][C:26](=[O:35])[CH:27](Br)[CH2:28][CH:29]1[CH2:33][CH2:32][CH2:31][CH2:30]1. (8) Given the product [NH3:4].[Cl:43][C:44]1[CH:45]=[C:46]([CH2:51][C:52]([N:4]([CH3:3])[CH2:5][CH2:6][CH2:7][CH2:8][CH2:9][CH2:10][CH2:11][CH2:12][CH2:13][N:14]2[CH2:15][CH2:16][CH:17]([O:20][C:21](=[O:35])[NH:22][C:23]3[CH:28]=[CH:27][CH:26]=[CH:25][C:24]=3[C:29]3[CH:30]=[CH:31][CH:32]=[CH:33][CH:34]=3)[CH2:18][CH2:19]2)=[O:54])[CH:47]=[CH:48][C:49]=1[OH:50], predict the reactants needed to synthesize it. The reactants are: Cl.Cl.[CH3:3][NH:4][CH2:5][CH2:6][CH2:7][CH2:8][CH2:9][CH2:10][CH2:11][CH2:12][CH2:13][N:14]1[CH2:19][CH2:18][CH:17]([O:20][C:21](=[O:35])[NH:22][C:23]2[CH:28]=[CH:27][CH:26]=[CH:25][C:24]=2[C:29]2[CH:34]=[CH:33][CH:32]=[CH:31][CH:30]=2)[CH2:16][CH2:15]1.C(N(CC)CC)C.[Cl:43][C:44]1[CH:45]=[C:46]([CH2:51][C:52]([OH:54])=O)[CH:47]=[CH:48][C:49]=1[OH:50].Cl.CN(C)CCCN=C=NCC.